This data is from Catalyst prediction with 721,799 reactions and 888 catalyst types from USPTO. The task is: Predict which catalyst facilitates the given reaction. (1) Reactant: [CH2:1]([N:3]1[C:7]([C:8]([OH:10])=O)=[CH:6][CH:5]=[N:4]1)[CH3:2].O1CCCC1.C(Cl)(=O)C(Cl)=O.[NH2:22][C:23]1[CH:24]=[C:25]([CH:42]=[CH:43][C:44]=1[CH3:45])[O:26][C:27]1[CH:28]=[CH:29][C:30]2[N:31]([CH:33]=[C:34]([NH:36][C:37]([CH:39]3[CH2:41][CH2:40]3)=[O:38])[N:35]=2)[N:32]=1. Product: [CH:39]1([C:37]([NH:36][C:34]2[N:35]=[C:30]3[CH:29]=[CH:28][C:27]([O:26][C:25]4[CH:42]=[CH:43][C:44]([CH3:45])=[C:23]([NH:22][C:8]([C:7]5[N:3]([CH2:1][CH3:2])[N:4]=[CH:5][CH:6]=5)=[O:10])[CH:24]=4)=[N:32][N:31]3[CH:33]=2)=[O:38])[CH2:40][CH2:41]1. The catalyst class is: 402. (2) Reactant: [N+:1]([C:4]1[CH:9]=[CH:8][C:7]([N:10]2[CH2:15][CH2:14][CH2:13][CH2:12][CH2:11]2)=[CH:6][C:5]=1B1OC(C)(C)C(C)(C)O1)([O-:3])=[O:2].[Cl:25][C:26]1[CH:31]=[C:30](Cl)[N:29]=[CH:28][N:27]=1.C1([As](C2C=CC=CC=2)C2C=CC=CC=2)C=CC=CC=1.[O-]P([O-])([O-])=O.[K+].[K+].[K+]. Product: [Cl:25][C:26]1[CH:31]=[C:30]([C:5]2[CH:6]=[C:7]([N:10]3[CH2:11][CH2:12][CH2:13][CH2:14][CH2:15]3)[CH:8]=[CH:9][C:4]=2[N+:1]([O-:3])=[O:2])[N:29]=[CH:28][N:27]=1. The catalyst class is: 551. (3) Reactant: Cl.[C:2]1(N)[C:7]2[CH2:8][CH2:9][CH2:10][C:6]=2[CH:5]=[CH:4][N:3]=1.[OH:12][PH2]=O.N([O-])=O.[Na+].C([O-])(O)=O.[Na+]. Product: [C:2]1(=[O:12])[C:7]2[CH2:8][CH2:9][CH2:10][C:6]=2[CH:5]=[CH:4][NH:3]1. The catalyst class is: 69. (4) Reactant: [Cl:1][CH2:2][C:3]([NH:5][C:6]1[CH:7]=[N:8][C:9]([C:12](=[N:14][OH:15])[NH2:13])=[CH:10][CH:11]=1)=[O:4].[C:16]1(=O)[O:21][C:19](=[O:20])[CH2:18][CH2:17]1. Product: [Cl:1][CH2:2][C:3]([NH:5][C:6]1[CH:11]=[CH:10][C:9]([C:12]2[N:13]=[C:16]([CH2:17][CH2:18][C:19]([OH:21])=[O:20])[O:15][N:14]=2)=[N:8][CH:7]=1)=[O:4]. The catalyst class is: 35.